This data is from Full USPTO retrosynthesis dataset with 1.9M reactions from patents (1976-2016). The task is: Predict the reactants needed to synthesize the given product. (1) Given the product [C:1]([O:5][C:6]([N:8]([CH3:32])[CH2:9][CH:10]([C:14]1[CH:15]=[CH:16][C:17]([CH2:20][O:21][Si:22]([CH:23]([CH3:24])[CH3:25])([CH:26]([CH3:28])[CH3:27])[CH:29]([CH3:31])[CH3:30])=[CH:18][CH:19]=1)[C:11]([OH:13])=[O:12])=[O:7])([CH3:4])([CH3:2])[CH3:3], predict the reactants needed to synthesize it. The reactants are: [C:1]([O:5][C:6]([NH:8][CH2:9][CH:10]([C:14]1[CH:19]=[CH:18][C:17]([CH2:20][O:21][Si:22]([CH:29]([CH3:31])[CH3:30])([CH:26]([CH3:28])[CH3:27])[CH:23]([CH3:25])[CH3:24])=[CH:16][CH:15]=1)[C:11]([OH:13])=[O:12])=[O:7])([CH3:4])([CH3:3])[CH3:2].[CH3:32]I.[H-].[Na+]. (2) Given the product [F:16][C:12]1[C:11]([O:17][CH3:18])=[C:10](/[C:7](=[CH:8]/[CH3:9])/[CH2:6][C:5]([OH:23])([C:19]([F:22])([F:21])[F:20])[CH:4]=[O:3])[CH:15]=[CH:14][CH:13]=1, predict the reactants needed to synthesize it. The reactants are: C([O:3][C:4](=O)[C:5]([OH:23])([C:19]([F:22])([F:21])[F:20])[CH2:6]/[C:7](/[C:10]1[CH:15]=[CH:14][CH:13]=[C:12]([F:16])[C:11]=1[O:17][CH3:18])=[CH:8]\[CH3:9])C.[H-].[Al+3].[Li+].[H-].[H-].[H-].[Cl-].[NH4+]. (3) Given the product [CH2:16]([N:14]1[CH2:15][CH:9]([NH:8][CH3:1])[C:10]2=[N:21][C:20]([C:22]([O:24][CH3:25])=[O:23])=[C:19]([OH:26])[C:18](=[O:27])[N:11]2[CH2:12][CH2:13]1)[CH3:17], predict the reactants needed to synthesize it. The reactants are: [CH2:1]([N:8](C)[CH:9]1[CH2:15][N:14]([CH2:16][CH3:17])[CH2:13][CH2:12][N:11]2[C:18](=[O:27])[C:19]([OH:26])=[C:20]([C:22]([O:24][CH3:25])=[O:23])[N:21]=[C:10]12)C1C=CC=CC=1.Cl. (4) Given the product [F:1][C:2]1[CH:7]=[CH:6][C:5]([F:8])=[CH:4][C:3]=1[C@@H:9]1[CH2:13][CH2:12][CH2:11][N:10]1[C:14]1[CH:15]=[CH:16][C:17]2[N:18]([C:20]([C:23]([NH:25][CH2:26][C:27]([OH:29])=[O:28])=[O:24])=[CH:21][N:22]=2)[CH:19]=1, predict the reactants needed to synthesize it. The reactants are: [F:1][C:2]1[CH:7]=[CH:6][C:5]([F:8])=[CH:4][C:3]=1[C@@H:9]1[CH2:13][CH2:12][CH2:11][N:10]1[C:14]1[CH:15]=[CH:16][C:17]2[N:18]([C:20]([C:23]([NH:25][CH2:26][C:27]([O:29]CC)=[O:28])=[O:24])=[CH:21][N:22]=2)[CH:19]=1.[Li+].[OH-]. (5) Given the product [CH2:1]([O:3][C:4]1[CH:9]=[CH:8][N:7]=[C:6]([C:10]2[C:14]3[C:15]([NH:19][CH:20]4[CH2:25][CH2:24][O:23][CH2:22][CH2:21]4)=[N:16][CH:17]=[CH:18][C:13]=3[NH:12][N:11]=2)[CH:5]=1)[CH3:2], predict the reactants needed to synthesize it. The reactants are: [CH2:1]([O:3][C:4]1[CH:9]=[CH:8][N:7]=[C:6]([C:10]2[C:14]3[C:15]([NH:19][CH:20]4[CH2:25][CH2:24][O:23][CH2:22][CH2:21]4)=[N:16][CH:17]=[CH:18][C:13]=3[N:12](CC3C=CC(OC)=CC=3)[N:11]=2)[CH:5]=1)[CH3:2].ClC1C=CN=C(C2C3C(NC4CCOCC4)=NC=CC=3N(CC3C=CC(OC)=CC=3)N=2)C=1.C([O-])C.[Na+]. (6) Given the product [Br:8][C:4]1[CH:5]=[CH:6][CH:7]=[C:2]([C:16]2[S:15][C:14]([CH:10]3[O:11][CH2:12][CH2:13][O:9]3)=[N:18][CH:17]=2)[N:3]=1, predict the reactants needed to synthesize it. The reactants are: Br[C:2]1[CH:7]=[CH:6][CH:5]=[C:4]([Br:8])[N:3]=1.[O:9]1[CH2:13][CH2:12][O:11][CH:10]1[C:14]1[S:15][C:16]([Sn](CCCC)(CCCC)CCCC)=[CH:17][N:18]=1.C(Cl)Cl.C1(C)C=CC=CC=1.